Dataset: Catalyst prediction with 721,799 reactions and 888 catalyst types from USPTO. Task: Predict which catalyst facilitates the given reaction. (1) Reactant: [C:1]1([CH:7]([C:25]2[CH:30]=[CH:29][CH:28]=[CH:27][CH:26]=2)[CH2:8][NH:9][CH2:10][C@@H:11]([CH3:24])[CH2:12][O:13][C:14]2[CH:15]=[C:16]([CH2:20][C:21]([OH:23])=[O:22])[CH:17]=[CH:18][CH:19]=2)[CH:6]=[CH:5][CH:4]=[CH:3][CH:2]=1.[F:31][C:32]1[C:39]([C:40]([F:43])([F:42])[F:41])=[CH:38][CH:37]=[CH:36][C:33]=1[CH:34]=O.COC(=O)C.[Cl:49]C1C(C(F)(F)F)=CC=CC=1C=O.Cl.CCOCC. Product: [ClH:49].[F:31][C:32]1[C:39]([C:40]([F:41])([F:42])[F:43])=[CH:38][CH:37]=[CH:36][C:33]=1[CH2:34][N:9]([CH2:8][CH:7]([C:1]1[CH:2]=[CH:3][CH:4]=[CH:5][CH:6]=1)[C:25]1[CH:26]=[CH:27][CH:28]=[CH:29][CH:30]=1)[CH2:10][C@@H:11]([CH3:24])[CH2:12][O:13][C:14]1[CH:15]=[C:16]([CH2:20][C:21]([OH:23])=[O:22])[CH:17]=[CH:18][CH:19]=1. The catalyst class is: 28. (2) Reactant: [N:1]1([C:7]2[C:16]3[C:11](=[CH:12][CH:13]=[C:14]([C:17]([O:19]CC)=[O:18])[CH:15]=3)[N:10]=[C:9]([C:22]([F:25])([F:24])[F:23])N=2)[CH2:6][CH2:5][CH2:4][CH2:3][CH2:2]1.[OH-].[Li+].Cl.[CH3:29]O. Product: [N:1]1([C:7]2[C:16]3[C:11](=[CH:12][CH:13]=[C:14]([C:17]([OH:19])=[O:18])[CH:15]=3)[N:10]=[C:9]([C:22]([F:24])([F:23])[F:25])[CH:29]=2)[CH2:2][CH2:3][CH2:4][CH2:5][CH2:6]1. The catalyst class is: 6. (3) Reactant: Br[C:2]1[C:10]2[C:5](=[CH:6][C:7]([C:11]([C:13]3[CH:14]=[CH:15][C:16]([Cl:30])=[C:17]([S:19]([NH:22][Si](C(C)(C)C)(C)C)(=[O:21])=[O:20])[CH:18]=3)=[O:12])=[CH:8][CH:9]=2)[N:4]([Si](C(C)(C)C)(C)C)[CH:3]=1.[C:38]1(B(O)O)[CH:43]=[CH:42][CH:41]=[CH:40][CH:39]=1.P([O-])([O-])([O-])=O.[K+].[K+].[K+]. Product: [Cl:30][C:16]1[CH:15]=[CH:14][C:13]([C:11]([C:7]2[CH:6]=[C:5]3[C:10]([C:2]([C:38]4[CH:43]=[CH:42][CH:41]=[CH:40][CH:39]=4)=[CH:3][NH:4]3)=[CH:9][CH:8]=2)=[O:12])=[CH:18][C:17]=1[S:19]([NH2:22])(=[O:21])=[O:20]. The catalyst class is: 762. (4) Reactant: Br[C:2]1[C:3]([O:28][CH2:29][C:30]([F:36])([F:35])[C:31]([F:34])([F:33])[F:32])=[N:4][N:5]([C:14]2[CH:19]=[C:18]([S:20][CH2:21][C:22]([F:25])([F:24])[F:23])[C:17]([CH3:26])=[CH:16][C:15]=2[F:27])[C:6]=1[NH:7][C:8](=[O:13])[C:9]([F:12])([F:11])[F:10].[H][H]. Product: [F:27][C:15]1[CH:16]=[C:17]([CH3:26])[C:18]([S:20][CH2:21][C:22]([F:25])([F:24])[F:23])=[CH:19][C:14]=1[N:5]1[C:6]([NH:7][C:8](=[O:13])[C:9]([F:12])([F:10])[F:11])=[CH:2][C:3]([O:28][CH2:29][C:30]([F:36])([F:35])[C:31]([F:32])([F:33])[F:34])=[N:4]1. The catalyst class is: 178. (5) Reactant: [OH:1][CH:2]([C:24]1[CH:29]=[CH:28][CH:27]=[CH:26][CH:25]=1)[C:3]1[CH:23]=[CH:22][C:6]([C:7]([N:9]2[CH2:14][CH2:13][N:12]([C:15]([O:17][C:18]([CH3:21])([CH3:20])[CH3:19])=[O:16])[CH2:11][CH2:10]2)=[O:8])=[CH:5][CH:4]=1.[H-].[Na+].Br[CH:33]([CH2:38][CH:39]([CH3:41])[CH3:40])[C:34]([O:36][CH3:37])=[O:35]. Product: [CH3:37][O:36][C:34]([CH:33]([O:1][CH:2]([C:24]1[CH:25]=[CH:26][CH:27]=[CH:28][CH:29]=1)[C:3]1[CH:4]=[CH:5][C:6]([C:7]([N:9]2[CH2:10][CH2:11][N:12]([C:15]([O:17][C:18]([CH3:21])([CH3:20])[CH3:19])=[O:16])[CH2:13][CH2:14]2)=[O:8])=[CH:22][CH:23]=1)[CH2:38][CH:39]([CH3:41])[CH3:40])=[O:35]. The catalyst class is: 3. (6) Reactant: [CH2:1]([CH:4]1[C:8]2([O:12]CCO2)[CH2:7][CH:6]([CH2:13][C:14]#[N:15])[CH2:5]1)[CH:2]=[CH2:3].C(O)CO.[H-].[Al+3].[Li+].[H-].[H-].[H-].O1CCCC1.[OH-].[Na+].[C:33]([O:37][C:38](O[C:38]([O:37][C:33]([CH3:36])([CH3:35])[CH3:34])=[O:39])=[O:39])([CH3:36])([CH3:35])[CH3:34]. Product: [CH2:1]([CH:4]1[C:8](=[O:12])[CH2:7][CH:6]([CH2:13][CH2:14][NH:15][C:38](=[O:39])[O:37][C:33]([CH3:36])([CH3:35])[CH3:34])[CH2:5]1)[CH:2]=[CH2:3]. The catalyst class is: 30. (7) Reactant: [Cl:1][C:2]1[CH:7]=[C:6]([S:8]([CH3:11])(=[O:10])=[O:9])[CH:5]=[CH:4][C:3]=1[C:12]([OH:14])=O.[CH2:15]([C:17]1[O:21][C:20]([NH2:22])=[N:19][N:18]=1)[CH3:16].C(P1(=O)OP(=O)(CCC)OP(=O)(CCC)O1)CC.C(N(CC)CC)C. Product: [Cl:1][C:2]1[CH:7]=[C:6]([S:8]([CH3:11])(=[O:9])=[O:10])[CH:5]=[CH:4][C:3]=1[C:12]([NH:22][C:20]1[O:21][C:17]([CH2:15][CH3:16])=[N:18][N:19]=1)=[O:14]. The catalyst class is: 172. (8) Reactant: CC(OC([N:8](C(OC(C)(C)C)=O)[N:9]([C:17]1[C:22]([F:23])=[C:21]([N:24]2[CH2:29][CH2:28][O:27][CH2:26][C@@H:25]2[CH3:30])[N:20]=[C:19]([Cl:31])[N:18]=1)C(OC(C)(C)C)=O)=O)(C)C.[ClH:39].[CH3:40]COCC. Product: [ClH:31].[ClH:39].[F:23][C:22]1[C:21]([N:24]2[CH2:29][CH2:28][O:27][CH2:26][C@@H:25]2[CH3:30])=[N:20][C:19]([CH3:40])=[N:18][C:17]=1[NH:9][NH2:8]. The catalyst class is: 2. (9) Reactant: [CH2:1]([N:8]([CH2:19][C:20]1[CH:25]=[CH:24][C:23]([N+:26]([O-:28])=[O:27])=[CH:22][CH:21]=1)[CH2:9][C:10]1[CH:15]=[CH:14][C:13]([N+:16]([O-:18])=[O:17])=[CH:12][CH:11]=1)[C:2]1[CH:7]=[CH:6][CH:5]=[CH:4][CH:3]=1.[ClH:29]. Product: [Cl-:29].[CH2:1]([NH+:8]([CH2:9][C:10]1[CH:11]=[CH:12][C:13]([N+:16]([O-:18])=[O:17])=[CH:14][CH:15]=1)[CH2:19][C:20]1[CH:21]=[CH:22][C:23]([N+:26]([O-:28])=[O:27])=[CH:24][CH:25]=1)[C:2]1[CH:7]=[CH:6][CH:5]=[CH:4][CH:3]=1. The catalyst class is: 27. (10) Reactant: [H-].[Na+].[CH3:3][C:4]1[CH:5]=[C:6]([OH:38])[CH:7]=[CH:8][C:9]=1[CH2:10][CH2:11][CH2:12][CH2:13][C:14]1[N:15]=[N:16][N:17]([C:19]([C:32]2[CH:37]=[CH:36][CH:35]=[CH:34][CH:33]=2)([C:26]2[CH:31]=[CH:30][CH:29]=[CH:28][CH:27]=2)[C:20]2[CH:25]=[CH:24][CH:23]=[CH:22][CH:21]=2)[CH:18]=1.Cl[CH2:40][C:41]1[N:42]=[C:43]([CH:46]=[CH:47][C:48]2[CH:53]=[CH:52][C:51]([O:54][C:55]([F:58])([F:57])[F:56])=[CH:50][CH:49]=2)[O:44][CH:45]=1.O. Product: [CH3:3][C:4]1[CH:5]=[C:6]([O:38][CH2:40][C:41]2[N:42]=[C:43](/[CH:46]=[CH:47]/[C:48]3[CH:49]=[CH:50][C:51]([O:54][C:55]([F:58])([F:56])[F:57])=[CH:52][CH:53]=3)[O:44][CH:45]=2)[CH:7]=[CH:8][C:9]=1[CH2:10][CH2:11][CH2:12][CH2:13][C:14]1[N:15]=[N:16][N:17]([C:19]([C:32]2[CH:37]=[CH:36][CH:35]=[CH:34][CH:33]=2)([C:20]2[CH:25]=[CH:24][CH:23]=[CH:22][CH:21]=2)[C:26]2[CH:27]=[CH:28][CH:29]=[CH:30][CH:31]=2)[CH:18]=1. The catalyst class is: 9.